This data is from Reaction yield outcomes from USPTO patents with 853,638 reactions. The task is: Predict the reaction yield, written as a fraction of the theoretical maximum amount of product (1.0 means a 100% yield; for example, 0.34 means a 34% yield). (1) The reactants are [CH3:1][O:2][C:3](=[O:28])[C:4]1[CH:9]=[C:8]([O:10][CH3:11])[CH:7]=[CH:6][C:5]=1[NH:12][C:13]1[N:14]([C:21]2[CH:26]=[CH:25][CH:24]=[CH:23][C:22]=2[CH3:27])[N:15]=[C:16]([CH3:20])[C:17]=1[C:18]#[N:19].[OH-:29].[NH4+]. The catalyst is S(=O)(=O)(O)O. The product is [CH3:1][O:2][C:3](=[O:28])[C:4]1[CH:9]=[C:8]([O:10][CH3:11])[CH:7]=[CH:6][C:5]=1[NH:12][C:13]1[N:14]([C:21]2[CH:26]=[CH:25][CH:24]=[CH:23][C:22]=2[CH3:27])[N:15]=[C:16]([CH3:20])[C:17]=1[C:18](=[O:29])[NH2:19]. The yield is 0.810. (2) The reactants are BrCC(OCC)=O.BrC1C=C(O)C=C(Br)C=1OC1C=CC([N+]([O-])=O)=CC=1.C(=O)([O-])[O-].[K+].[K+].[Br:33][C:34]1[CH:35]=[C:36]([CH:44]=[C:45]([Br:57])[C:46]=1[O:47][C:48]1[CH:53]=[CH:52][C:51]([N+:54]([O-])=O)=[CH:50][CH:49]=1)[O:37][CH2:38][C:39]([O:41][CH2:42][CH3:43])=[O:40].[Sn](Cl)Cl. The catalyst is CC(C)=O.C(O)C. The product is [NH2:54][C:51]1[CH:50]=[CH:49][C:48]([O:47][C:46]2[C:45]([Br:57])=[CH:44][C:36]([O:37][CH2:38][C:39]([O:41][CH2:42][CH3:43])=[O:40])=[CH:35][C:34]=2[Br:33])=[CH:53][CH:52]=1. The yield is 0.643.